Dataset: Catalyst prediction with 721,799 reactions and 888 catalyst types from USPTO. Task: Predict which catalyst facilitates the given reaction. Product: [OH:15][C:12]1[CH:11]=[C:10]([C:16]2[N:17]=[C:18]([NH:21][C:22](=[O:26])[CH:23]([CH3:25])[CH3:24])[S:19][CH:20]=2)[N:9]=[C:8]2[C:7]3[C:2]([Cl:1])=[C:3]([O:27][CH3:28])[CH:4]=[CH:5][C:6]=3[O:14][C:13]=12. Reactant: [Cl:1][C:2]1[C:7]2[C:8]3[NH:9][CH:10]([C:16]4[N:17]=[C:18]([NH:21][C:22](=[O:26])[CH:23]([CH3:25])[CH3:24])[S:19][CH:20]=4)[CH2:11][C:12](=[O:15])[C:13]=3[O:14][C:6]=2[CH:5]=[CH:4][C:3]=1[O:27][CH3:28]. The catalyst class is: 725.